The task is: Predict the reactants needed to synthesize the given product.. This data is from Full USPTO retrosynthesis dataset with 1.9M reactions from patents (1976-2016). (1) The reactants are: C([O:8][C:9]1[C:10]([CH3:23])=[C:11]([CH3:22])[C:12]([N:16]2[CH2:21][CH2:20][O:19][CH2:18][CH2:17]2)=[N:13][C:14]=1[CH3:15])C1C=CC=CC=1. Given the product [CH3:15][C:14]1[C:9]([OH:8])=[C:10]([CH3:23])[C:11]([CH3:22])=[C:12]([N:16]2[CH2:17][CH2:18][O:19][CH2:20][CH2:21]2)[N:13]=1, predict the reactants needed to synthesize it. (2) Given the product [Br:1][C:2]1[CH:3]=[C:4]([CH2:5][OH:6])[CH:9]=[CH:10][C:11]=1[CH:12]=[CH2:13], predict the reactants needed to synthesize it. The reactants are: [Br:1][C:2]1[CH:3]=[C:4]([CH:9]=[CH:10][C:11]=1[CH:12]=[CH2:13])[C:5](OC)=[O:6].CC(C[AlH]CC(C)C)C.[C@H](O)(C([O-])=O)[C@@H](O)C([O-])=O.[Na+].[K+]. (3) Given the product [Br:1][C:2]1[N:7]2[N:8]=[CH:9][N:10]=[C:6]2[C:5]([NH:31][C:21]2[CH:22]=[CH:23][C:24]([N:25]3[CH2:26][CH2:27][O:28][CH2:29][CH2:30]3)=[C:19]([C:18]([CH3:33])([CH3:32])[O:17][SiH2:16][C:12]([CH3:15])([CH3:14])[CH3:13])[CH:20]=2)=[N:4][CH:3]=1, predict the reactants needed to synthesize it. The reactants are: [Br:1][C:2]1[N:7]2[N:8]=[CH:9][N:10]=[C:6]2[C:5](Br)=[N:4][CH:3]=1.[C:12]([SiH2:16][O:17][C:18]([CH3:33])([CH3:32])[C:19]1[CH:20]=[C:21]([NH2:31])[CH:22]=[CH:23][C:24]=1[N:25]1[CH2:30][CH2:29][O:28][CH2:27][CH2:26]1)([CH3:15])([CH3:14])[CH3:13].C(N(C(C)C)C(C)C)C.